Dataset: Peptide-MHC class I binding affinity with 185,985 pairs from IEDB/IMGT. Task: Regression. Given a peptide amino acid sequence and an MHC pseudo amino acid sequence, predict their binding affinity value. This is MHC class I binding data. (1) The peptide sequence is NIFMTLVPVL. The MHC is HLA-A02:01 with pseudo-sequence HLA-A02:01. The binding affinity (normalized) is 0.390. (2) The peptide sequence is VTFKNAHAK. The MHC is HLA-A11:01 with pseudo-sequence HLA-A11:01. The binding affinity (normalized) is 0.624. (3) The peptide sequence is SAYERGLRY. The MHC is HLA-A03:01 with pseudo-sequence HLA-A03:01. The binding affinity (normalized) is 0.631. (4) The peptide sequence is YCNYTKFWYV. The MHC is H-2-Db with pseudo-sequence H-2-Db. The binding affinity (normalized) is 0.358. (5) The peptide sequence is KETINEEAA. The MHC is HLA-A11:01 with pseudo-sequence HLA-A11:01. The binding affinity (normalized) is 0. (6) The peptide sequence is VLCPYMPKV. The MHC is HLA-A02:01 with pseudo-sequence HLA-A02:01. The binding affinity (normalized) is 0.719.